This data is from Full USPTO retrosynthesis dataset with 1.9M reactions from patents (1976-2016). The task is: Predict the reactants needed to synthesize the given product. (1) Given the product [OH:2][CH2:3][C:4]([N:7]1[CH:11]=[C:10]([NH:12][C:13](=[O:31])[CH:14]([NH:18][CH:19]2[CH2:28][CH2:27][C:26]3[C:21](=[C:22]([F:30])[CH:23]=[C:24]([F:29])[CH:25]=3)[CH2:20]2)[CH2:15][CH2:16][CH3:17])[N:9]=[CH:8]1)([CH3:5])[CH3:6], predict the reactants needed to synthesize it. The reactants are: C[O:2][C:3](=O)[C:4]([N:7]1[CH:11]=[C:10]([NH:12][C:13](=[O:31])[CH:14]([NH:18][CH:19]2[CH2:28][CH2:27][C:26]3[C:21](=[C:22]([F:30])[CH:23]=[C:24]([F:29])[CH:25]=3)[CH2:20]2)[CH2:15][CH2:16][CH3:17])[N:9]=[CH:8]1)([CH3:6])[CH3:5].[H-].[H-].[H-].[H-].[Li+].[Al+3]. (2) Given the product [Br:25][C:26]1[CH:31]=[CH:30][C:29]([CH2:20][Br:24])=[C:28]([CH3:34])[CH:27]=1, predict the reactants needed to synthesize it. The reactants are: C1(P(C2C=CC=CC=2)C2C=CC=CC=2)C=CC=CC=1.[C:20]([Br:24])(Br)(Br)Br.[Br:25][C:26]1[CH:31]=[CH:30][C:29](CO)=[C:28]([CH3:34])[CH:27]=1. (3) The reactants are: Cl[C:2]1[C:7](Cl)=[N:6][C:5]2=[N:9][O:10][N:11]=[C:4]2[N:3]=1.[CH2:12]([NH2:19])[C:13]1[CH:18]=[CH:17][CH:16]=[CH:15][CH:14]=1.[C:20]([O:24][C:25]([CH3:28])([CH3:27])[CH3:26])(=[O:23])[NH:21][NH2:22]. Given the product [C:25]([O:24][C:20]([NH:21][NH:22][C:2]1[C:7]([NH:19][CH2:12][C:13]2[CH:18]=[CH:17][CH:16]=[CH:15][CH:14]=2)=[N:6][C:5]2=[N:9][O:10][N:11]=[C:4]2[N:3]=1)=[O:23])([CH3:28])([CH3:27])[CH3:26], predict the reactants needed to synthesize it. (4) Given the product [C:3]([C:4]1[CH:5]=[CH:6][C:7]([CH2:10][N:11]2[C:23]3[CH:22]=[CH:21][C:20]([C:24]4[N:25]=[N:26][NH:27][N:28]=4)=[CH:19][C:18]=3[C:17]3[C:12]2=[CH:13][CH:14]=[CH:15][CH:16]=3)=[CH:8][CH:9]=1)([OH:29])=[O:2], predict the reactants needed to synthesize it. The reactants are: C[O:2][C:3](=[O:29])[C:4]1[CH:9]=[CH:8][C:7]([CH2:10][N:11]2[C:23]3[CH:22]=[CH:21][C:20]([C:24]4[NH:28][N:27]=[N:26][N:25]=4)=[CH:19][C:18]=3[C:17]3[C:12]2=[CH:13][CH:14]=[CH:15][CH:16]=3)=[CH:6][CH:5]=1.[OH-].[Na+]. (5) Given the product [F:23][C:21]1[CH:20]=[CH:19][C:18]([O:24][CH3:25])=[C:17]([C:16]2[CH:15]=[CH:14][N:13]=[C:12]3[NH:26][C:9]([C:3]4[CH2:4][CH:5]5[N:8]([S:28]([CH3:27])(=[O:30])=[O:29])[CH:1]([CH2:7][CH2:6]5)[CH:2]=4)=[CH:10][C:11]=23)[CH:22]=1, predict the reactants needed to synthesize it. The reactants are: [CH:1]12[NH:8][CH:5]([CH2:6][CH2:7]1)[CH2:4][C:3]([C:9]1[NH:26][C:12]3=[N:13][CH:14]=[CH:15][C:16]([C:17]4[CH:22]=[C:21]([F:23])[CH:20]=[CH:19][C:18]=4[O:24][CH3:25])=[C:11]3[CH:10]=1)=[CH:2]2.[CH3:27][S:28](Cl)(=[O:30])=[O:29].C(N(CC)CC)C.C(=O)(O)[O-].[Na+]. (6) Given the product [C:8]([O:12][C:13]([NH:15][C:16]1([C:22]([O:24][CH3:25])=[O:23])[CH2:21][CH2:20][N:19]([C:27]2[N:32]=[CH:31][N:30]=[C:29]3[NH:33][N:34]=[CH:35][C:28]=23)[CH2:18][CH2:17]1)=[O:14])([CH3:11])([CH3:10])[CH3:9], predict the reactants needed to synthesize it. The reactants are: C(N(CC)CC)C.[C:8]([O:12][C:13]([NH:15][C:16]1([C:22]([O:24][CH3:25])=[O:23])[CH2:21][CH2:20][NH:19][CH2:18][CH2:17]1)=[O:14])([CH3:11])([CH3:10])[CH3:9].Cl[C:27]1[N:32]=[CH:31][N:30]=[C:29]2[NH:33][N:34]=[CH:35][C:28]=12. (7) Given the product [F:1][C:2]1[CH:3]=[CH:4][C:5]([CH:8]=[CH:9][C:10]2[CH:11]=[CH:12][C:13]([NH2:16])=[CH:14][CH:15]=2)=[CH:6][CH:7]=1, predict the reactants needed to synthesize it. The reactants are: [F:1][C:2]1[CH:7]=[CH:6][C:5]([CH:8]=[CH:9][C:10]2[CH:15]=[CH:14][C:13]([N+:16]([O-])=O)=[CH:12][CH:11]=2)=[CH:4][CH:3]=1.Cl.[Sn].[OH-].[Na+]. (8) Given the product [OH:23][C:17]1([C:13]2[CH:14]=[CH:15][CH:16]=[C:11]([O:10][CH3:9])[CH:12]=2)[CH2:22][CH2:21][CH2:20][N:19]([C:6]([C:2]2[S:1][CH:5]=[CH:4][CH:3]=2)=[O:7])[CH2:18]1, predict the reactants needed to synthesize it. The reactants are: [S:1]1[CH:5]=[CH:4][CH:3]=[C:2]1[C:6](Cl)=[O:7].[CH3:9][O:10][C:11]1[CH:12]=[C:13]([C:17]2([OH:23])[CH2:22][CH2:21][CH2:20][NH:19][CH2:18]2)[CH:14]=[CH:15][CH:16]=1.